Dataset: Reaction yield outcomes from USPTO patents with 853,638 reactions. Task: Predict the reaction yield, written as a fraction of the theoretical maximum amount of product (1.0 means a 100% yield; for example, 0.34 means a 34% yield). (1) The reactants are [C:1]1([OH:7])[CH:6]=[CH:5][CH:4]=[CH:3][CH:2]=1.C(=O)([O-])[O-].[Cs+].[Cs+].[Cl:14][C:15]1[C:16]([C:22]([NH:24][C:25]2[S:26][CH:27]=[C:28]([CH3:30])[N:29]=2)=[O:23])=[N:17][C:18](Cl)=[CH:19][CH:20]=1.[OH-].[Na+]. The catalyst is CN(C)C=O. The product is [Cl:14][C:15]1[C:16]([C:22]([NH:24][C:25]2[S:26][CH:27]=[C:28]([CH3:30])[N:29]=2)=[O:23])=[N:17][C:18]([O:7][C:1]2[CH:6]=[CH:5][CH:4]=[CH:3][CH:2]=2)=[CH:19][CH:20]=1. The yield is 0.610. (2) The reactants are [CH:1]1([CH2:6][CH:7]([C:11]2[CH:16]=[CH:15][C:14]([Cl:17])=[C:13]([Cl:18])[CH:12]=2)[C:8]([OH:10])=O)[CH2:5][CH2:4][CH2:3][CH2:2]1.C(Cl)(=O)C(Cl)=O.[CH2:25]([O:32][C:33]1[CH:34]=[CH:35][C:36]([NH2:39])=[N:37][CH:38]=1)[C:26]1[CH:31]=[CH:30][CH:29]=[CH:28][CH:27]=1.C(N(CC)C(C)C)(C)C. The catalyst is C(Cl)Cl.CN(C)C=O. The product is [CH2:25]([O:32][C:33]1[CH:34]=[CH:35][C:36]([NH:39][C:8](=[O:10])[CH:7]([C:11]2[CH:16]=[CH:15][C:14]([Cl:17])=[C:13]([Cl:18])[CH:12]=2)[CH2:6][CH:1]2[CH2:2][CH2:3][CH2:4][CH2:5]2)=[N:37][CH:38]=1)[C:26]1[CH:27]=[CH:28][CH:29]=[CH:30][CH:31]=1. The yield is 0.500. (3) The reactants are [Cl:1][C:2]1[C:3]2[CH:24]=[CH:23][CH:22]=[CH:21][C:4]=2[S:5][C:6]=1[CH2:7][O:8][C:9]1[CH:17]=[CH:16][CH:15]=[C:11]([C:12](O)=[O:13])[C:10]=1[C:18]([OH:20])=O.Cl.[NH2:26][CH:27]1[CH2:33][CH2:32][C:31](=[O:34])[NH:30][C:28]1=[O:29]. The catalyst is N1C=CC=CC=1. The product is [Cl:1][C:2]1[C:3]2[CH:24]=[CH:23][CH:22]=[CH:21][C:4]=2[S:5][C:6]=1[CH2:7][O:8][C:9]1[CH:17]=[CH:16][CH:15]=[C:11]2[C:10]=1[C:18](=[O:20])[N:26]([CH:27]1[CH2:33][CH2:32][C:31](=[O:34])[NH:30][C:28]1=[O:29])[C:12]2=[O:13]. The yield is 0.380. (4) The reactants are [C:1]1([NH2:8])[CH:6]=[CH:5][C:4]([NH2:7])=[CH:3][CH:2]=1.[C:9]1(=O)[O:14][C:12](=[O:13])[CH:11]=[CH:10]1. The catalyst is O1CCCC1. The product is [NH2:7][C:4]1[CH:5]=[CH:6][C:1]([N:8]2[C:12](=[O:13])[CH:11]=[CH:10][C:9]2=[O:14])=[CH:2][CH:3]=1. The yield is 0.980. (5) The reactants are [Li+].CC([N-][CH:6]([CH3:8])[CH3:7])C.[OH:9][C:10]1[C:15]([C:16]([O:18]C)=[O:17])=[C:14]([CH3:20])[CH:13]=[CH:12][C:11]=1[C:21]([O:23][CH3:24])=[O:22].CC(C)=O. The catalyst is C1COCC1. The product is [CH3:24][O:23][C:21]([C:11]1[C:10]([OH:9])=[C:15]2[C:14]([CH2:20][C:6]([CH3:7])([CH3:8])[O:18][C:16]2=[O:17])=[CH:13][CH:12]=1)=[O:22]. The yield is 0.460. (6) The reactants are [N:1]1[C:6]2[NH:7][C:8]3[C:13]([C:5]=2[C:4]([C:14]([NH2:16])=[NH:15])=[CH:3][CH:2]=1)=[CH:12][CH:11]=[CH:10][CH:9]=3.F[P-](F)(F)(F)(F)F.C[N+](C)=C(N(C)C)ON1C2N=CC=CC=2N=N1.[CH:41]1([C:44]2[CH:52]=[N:51][CH:50]=[C:49](F)[C:45]=2[C:46](O)=[O:47])[CH2:43][CH2:42]1.C(N(CC)C(C)C)(C)C.C(=O)([O-])[O-].[Cs+].[Cs+]. The catalyst is CN(C)C=O.C(OCC)(=O)C. The product is [CH:41]1([C:44]2[C:45]3[C:46](=[O:47])[NH:16][C:14]([C:4]4[C:5]5[C:13]6[C:8](=[CH:9][CH:10]=[CH:11][CH:12]=6)[NH:7][C:6]=5[N:1]=[CH:2][CH:3]=4)=[N:15][C:49]=3[CH:50]=[N:51][CH:52]=2)[CH2:42][CH2:43]1. The yield is 0.464. (7) The catalyst is O.Cl. The product is [CH3:29][O:28][C:25]1[CH:26]=[C:27]2[C:22](=[CH:23][C:24]=1[O:30][CH3:31])[N:21]=[CH:20][N:19]=[C:18]2[CH:5]1[CH2:10][CH2:9][NH:8][CH2:7][CH2:6]1. The yield is 0.760. The reactants are COC([C:5]1([C:18]2[C:27]3[C:22](=[CH:23][C:24]([O:30][CH3:31])=[C:25]([O:28][CH3:29])[CH:26]=3)[N:21]=[CH:20][N:19]=2)[CH2:10][CH2:9][N:8](C(OC(C)(C)C)=O)[CH2:7][CH2:6]1)=O.CO.[OH-].[K+]. (8) The yield is 0.670. The reactants are [C:1]([CH:4](C(OC(C)(C)C)=O)[C:5]([C:7]12[CH2:14][CH2:13][C:10]([C:15]([O:17][CH3:18])=[O:16])([CH2:11][CH2:12]1)[CH2:9][CH2:8]2)=[O:6])(=[O:3])[CH3:2].FC(F)(F)C=O.C(=O)(O)[O-].[Na+]. The catalyst is C(Cl)Cl. The product is [O:3]=[C:1]([CH3:2])[CH2:4][C:5]([C:7]12[CH2:12][CH2:11][C:10]([C:15]([O:17][CH3:18])=[O:16])([CH2:13][CH2:14]1)[CH2:9][CH2:8]2)=[O:6]. (9) The reactants are S(Cl)([Cl:4])(=O)=O.[Cl:6][C:7]1[N:11]([CH3:12])[N:10]=[C:9]([CH3:13])[C:8]=1[CH:14]=[O:15]. The catalyst is ClC1C=CC=CC=1Cl. The product is [Cl:6][C:7]1[N:11]([CH3:12])[N:10]=[C:9]([CH3:13])[C:8]=1[C:14]([Cl:4])=[O:15]. The yield is 0.720.